This data is from Full USPTO retrosynthesis dataset with 1.9M reactions from patents (1976-2016). The task is: Predict the reactants needed to synthesize the given product. (1) Given the product [OH:41][CH2:40][CH2:42][NH:43][C:3]1[N:2]([CH3:1])[C:7](=[O:8])[C:6]2[C:9]([C:30]3[CH:31]=[CH:32][CH:33]=[CH:34][CH:35]=3)=[C:10]([C:12]3[CH:17]=[CH:16][C:15]([C:18]4([NH:22][C:23](=[O:29])[O:24][C:25]([CH3:28])([CH3:26])[CH3:27])[CH2:19][CH2:20][CH2:21]4)=[CH:14][CH:13]=3)[O:11][C:5]=2[N:4]=1, predict the reactants needed to synthesize it. The reactants are: [CH3:1][N:2]1[C:7](=[O:8])[C:6]2[C:9]([C:30]3[CH:35]=[CH:34][CH:33]=[CH:32][CH:31]=3)=[C:10]([C:12]3[CH:17]=[CH:16][C:15]([C:18]4([NH:22][C:23](=[O:29])[O:24][C:25]([CH3:28])([CH3:27])[CH3:26])[CH2:21][CH2:20][CH2:19]4)=[CH:14][CH:13]=3)[O:11][C:5]=2[N:4]=[C:3]1S(C)(=O)=O.[CH2:40]([CH2:42][NH2:43])[OH:41]. (2) Given the product [CH2:1]([O:8][C:9]1[CH:18]=[CH:17][CH:16]=[C:15]2[C:10]=1[CH2:11][CH2:12][CH2:13][CH:14]2[C:19]([N:21]([C:22]1[CH:23]=[CH:24][C:25]([O:28][CH3:29])=[CH:26][CH:27]=1)[CH2:42][C:40]1[CH:41]=[N:37][NH:38][CH:39]=1)=[O:20])[C:2]1[CH:7]=[CH:6][CH:5]=[CH:4][CH:3]=1, predict the reactants needed to synthesize it. The reactants are: [CH2:1]([O:8][C:9]1[CH:18]=[CH:17][CH:16]=[C:15]2[C:10]=1[CH2:11][CH2:12][CH2:13][CH:14]2[C:19]([NH:21][C:22]1[CH:27]=[CH:26][C:25]([O:28][CH3:29])=[CH:24][CH:23]=1)=[O:20])[C:2]1[CH:7]=[CH:6][CH:5]=[CH:4][CH:3]=1.C(OC([N:37]1[CH:41]=[C:40]([CH2:42]O)[CH:39]=[N:38]1)=O)(C)(C)C. (3) Given the product [OH:21][C:22]1[C:30]([CH3:31])=[CH:29][CH:28]=[CH:27][C:23]=1[C:24]([NH:13][CH2:12][C:9]1[NH:10][CH:11]=[C:7]([C:4]2[CH:5]=[CH:6][N:1]=[CH:2][CH:3]=2)[N:8]=1)=[O:26], predict the reactants needed to synthesize it. The reactants are: [N:1]1[CH:6]=[CH:5][C:4]([C:7]2[N:8]=[C:9]([CH2:12][NH:13]C(C3SC=CC=3)=O)[NH:10][CH:11]=2)=[CH:3][CH:2]=1.[OH:21][C:22]1[C:30]([CH3:31])=[CH:29][CH:28]=[CH:27][C:23]=1[C:24]([OH:26])=O.S1C=CC=C1C(O)=O. (4) Given the product [C:12]([O:11][C:9](=[O:10])[NH:1][C@@H:2]([C:6](=[O:8])[NH:36][CH2:35][CH2:34][C:33]1[CH:37]=[CH:38][C:39]2[O:40][CH2:29][O:30][C:31]=2[CH:32]=1)[CH:3]([CH3:4])[CH3:5])([CH3:15])([CH3:14])[CH3:13], predict the reactants needed to synthesize it. The reactants are: [NH:1]([C:9]([O:11][C:12]([CH3:15])([CH3:14])[CH3:13])=[O:10])[C@@H:2]([C:6]([OH:8])=O)[CH:3]([CH3:5])[CH3:4].C1N=CN(C(N2C=NC=C2)=O)C=1.Cl.[CH2:29]1[O:40][C:39]2[CH:38]=[CH:37][C:33]([CH2:34][CH2:35][NH2:36])=[CH:32][C:31]=2[O:30]1.C(N(CC)CC)C. (5) Given the product [C:1]([O:5][C:6](=[O:7])[NH:8][C@H:9]([C:10](=[O:12])[NH:28][C:25]1[CH:26]=[CH:27][N:23]([CH2:22][C:21]([OH:20])([CH3:51])[CH3:63])[N:24]=1)[CH2:13][C@H:14]([O:16][CH2:17][CH3:18])[CH3:15])([CH3:2])([CH3:3])[CH3:4], predict the reactants needed to synthesize it. The reactants are: [C:1]([O:5][C:6]([NH:8][C@@H:9]([CH2:13][C@H:14]([O:16][CH2:17][CH3:18])[CH3:15])[C:10]([OH:12])=O)=[O:7])([CH3:4])([CH3:3])[CH3:2].Cl.[OH:20][C@@H:21]([CH2:51]O)[CH2:22][N:23]1[CH:27]=[CH:26][C:25]([NH:28]C(=O)[C@@H](N2CC(OC3C=CC=C(Cl)C=3Cl)=CC2=O)CC(C)C)=[N:24]1.F[P-](F)(F)(F)(F)F.N1(O[P+](N(C)C)(N(C)C)N(C)C)C2C=CC=C[C:63]=2N=N1.C(N(CC)C(C)C)(C)C.